Dataset: Full USPTO retrosynthesis dataset with 1.9M reactions from patents (1976-2016). Task: Predict the reactants needed to synthesize the given product. The reactants are: [Cl:1][S:2]([OH:5])(=O)=[O:3].[F:6][C:7]1[CH:12]=[C:11]([F:13])[CH:10]=[CH:9][C:8]=1[CH3:14].C(Cl)(Cl)Cl. Given the product [F:13][C:11]1[CH:12]=[C:7]([F:6])[C:8]([CH3:14])=[CH:9][C:10]=1[S:2]([Cl:1])(=[O:5])=[O:3], predict the reactants needed to synthesize it.